Dataset: Full USPTO retrosynthesis dataset with 1.9M reactions from patents (1976-2016). Task: Predict the reactants needed to synthesize the given product. (1) Given the product [CH2:8]([N:5]1[CH2:6][CH2:7][C:2]([NH:1][C:22]([O:21][C:17]([CH3:20])([CH3:19])[CH3:18])=[O:23])([CH2:15][CH3:16])[CH2:3][CH2:4]1)[C:9]1[CH:14]=[CH:13][CH:12]=[CH:11][CH:10]=1, predict the reactants needed to synthesize it. The reactants are: [NH2:1][C:2]1([CH2:15][CH3:16])[CH2:7][CH2:6][N:5]([CH2:8][C:9]2[CH:14]=[CH:13][CH:12]=[CH:11][CH:10]=2)[CH2:4][CH2:3]1.[C:17]([O:21][C:22](O[C:22]([O:21][C:17]([CH3:20])([CH3:19])[CH3:18])=[O:23])=[O:23])([CH3:20])([CH3:19])[CH3:18]. (2) Given the product [C:15]([C@@H:14]1[CH:13]2[CH2:18][CH:10]([CH2:11][CH2:12]2)[N:9]1[C:7](=[O:8])[C@@H:6]([NH:5][C:3](=[O:4])[O:2][CH3:1])[CH:19]([CH3:21])[CH3:20])(=[O:16])[NH2:25], predict the reactants needed to synthesize it. The reactants are: [CH3:1][O:2][C:3]([NH:5][C@@H:6]([CH:19]([CH3:21])[CH3:20])[C:7]([N:9]1[C@H:14]([C:15](O)=[O:16])[CH:13]2[CH2:18][CH:10]1[CH2:11][CH2:12]2)=[O:8])=[O:4].C([N:25](C(C)C)CC)(C)C.[OH-].[NH4+]. (3) Given the product [CH:6]1([CH:5]2[CH2:4][O:3][S:1](=[O:10])(=[O:9])[NH:2]2)[CH2:8][CH2:7]1, predict the reactants needed to synthesize it. The reactants are: [S:1](=[O:10])(=[O:9])([O:3][CH2:4][CH2:5][CH:6]1[CH2:8][CH2:7]1)[NH2:2].C1C=CC=CC=1.CC#N. (4) Given the product [C:1]([O:4][C@H:5]1[C@@H:20]([O:21][C:22](=[O:24])[CH3:23])[C@H:19]([O:25][C:26](=[O:28])[CH3:27])[C@@H:18]([CH2:29][O:30][C:31](=[O:33])[CH3:32])[O:17][C@@H:6]1[O:7][C:8]1[C:13]([Cl:14])=[CH:12][C:11]([C:41]2[CH:42]=[CH:43][C:38]([C:36]([O:35][CH3:34])=[O:37])=[CH:39][CH:40]=2)=[CH:10][C:9]=1[Cl:16])(=[O:3])[CH3:2], predict the reactants needed to synthesize it. The reactants are: [C:1]([O:4][C@H:5]1[C@@H:20]([O:21][C:22](=[O:24])[CH3:23])[C@H:19]([O:25][C:26](=[O:28])[CH3:27])[C@@H:18]([CH2:29][O:30][C:31](=[O:33])[CH3:32])[O:17][C@@H:6]1[O:7][C:8]1[C:13]([Cl:14])=[CH:12][C:11](Br)=[CH:10][C:9]=1[Cl:16])(=[O:3])[CH3:2].[CH3:34][O:35][C:36]([C:38]1[CH:43]=[CH:42][C:41](B(O)O)=[CH:40][CH:39]=1)=[O:37].C(=O)([O-])[O-].[Cs+].[Cs+].C(O[C@H]1[C@@H](OC(=O)C)[C@H](OC(=O)C)[C@@H](COC(=O)C)O[C@@H]1OC1C=CC(C2C=CC(C(OC)=O)=CC=2)=CC=1Cl)(=O)C. (5) Given the product [CH:27]1([N:16]([C:17](=[O:26])[C:18]([CH3:25])([CH3:24])[CH2:19][O:20][C:21](=[O:23])[CH3:22])[C@H:13]2[CH2:14][CH2:15][NH:11][CH2:12]2)[CH2:28][CH2:29][CH2:30][CH2:31][CH2:32]1, predict the reactants needed to synthesize it. The reactants are: C([N:11]1[CH2:15][CH2:14][C@H:13]([N:16]([CH:27]2[CH2:32][CH2:31][CH2:30][CH2:29][CH2:28]2)[C:17](=[O:26])[C:18]([CH3:25])([CH3:24])[CH2:19][O:20][C:21](=[O:23])[CH3:22])[CH2:12]1)(OCC1C=CC=CC=1)=O. (6) Given the product [ClH:11].[Cl:11][C:8]1[CH:7]=[C:3]([C:4]([NH2:6])=[O:5])[C:2](=[NH:1])[N:10]([CH2:18][C:19]2[CH:24]=[C:23]([S:25]([CH3:28])(=[O:26])=[O:27])[CH:22]=[CH:21][C:20]=2[Cl:29])[CH:9]=1, predict the reactants needed to synthesize it. The reactants are: [NH2:1][C:2]1[N:10]=[CH:9][C:8]([Cl:11])=[CH:7][C:3]=1[C:4]([NH2:6])=[O:5].CN(C)C=O.Br[CH2:18][C:19]1[CH:24]=[C:23]([S:25]([CH3:28])(=[O:27])=[O:26])[CH:22]=[CH:21][C:20]=1[Cl:29].Cl.CO. (7) Given the product [Cl:1][C:2]1[C:3]([N:9]2[CH:13]=[C:12]([CH2:14][CH2:15][CH2:16][O:17][C:18]3[C:23]([CH2:24][CH3:25])=[CH:22][CH:21]=[CH:20][C:19]=3[CH2:26][C:27]([OH:29])=[O:28])[C:11]([CH:31]([CH3:32])[CH3:33])=[N:10]2)=[N:4][CH:5]=[C:6]([Cl:8])[CH:7]=1, predict the reactants needed to synthesize it. The reactants are: [Cl:1][C:2]1[C:3]([N:9]2[CH:13]=[C:12]([CH2:14][CH2:15][CH2:16][O:17][C:18]3[C:23]([CH2:24][CH3:25])=[CH:22][CH:21]=[CH:20][C:19]=3[CH2:26][C:27]([O:29]C)=[O:28])[C:11]([CH:31]([CH3:33])[CH3:32])=[N:10]2)=[N:4][CH:5]=[C:6]([Cl:8])[CH:7]=1.[OH-].[Na+].O1CCCC1.Cl. (8) Given the product [F:1][C:2]1[CH:7]=[CH:6][CH:5]=[CH:4][C:3]=1[C:8]1[N:9]=[C:10]([CH2:20][NH:21][C:22](=[O:25])[O:23][C:3]([CH3:8])([CH3:4])[CH3:2])[S:11][C:12]=1[S:13][C:14]1[CH:15]=[CH:16][CH:17]=[CH:18][CH:19]=1, predict the reactants needed to synthesize it. The reactants are: [F:1][C:2]1[CH:7]=[CH:6][CH:5]=[CH:4][C:3]=1[C:8]1[N:9]=[C:10]([CH2:20][NH2:21])[S:11][C:12]=1[S:13][C:14]1[CH:19]=[CH:18][CH:17]=[CH:16][CH:15]=1.[C:22](=[O:25])([O-])[OH:23].[Na+]. (9) Given the product [CH3:1][O:2][C:3]([C:5]1[N:6]=[C:7]([NH:10][C:11](=[O:41])[C@@H:12]([N:21]2[C:22](=[O:40])[CH:23]([C:24]3[CH:25]=[CH:26][C:27]([S:30][CH3:31])=[CH:28][CH:29]=3)[NH:32][C:33]2=[O:34])[C@H:13]([C:15]2[CH:20]=[CH:19][CH:18]=[CH:17][CH:16]=2)[CH3:14])[S:8][CH:9]=1)=[O:4], predict the reactants needed to synthesize it. The reactants are: [CH3:1][O:2][C:3]([C:5]1[N:6]=[C:7]([NH:10][C:11](=[O:41])[C@@H:12]([NH:21][C:22](=[O:40])[CH:23]([NH:32][C:33](OC(C)(C)C)=[O:34])[C:24]2[CH:29]=[CH:28][C:27]([S:30][CH3:31])=[CH:26][CH:25]=2)[C@H:13]([C:15]2[CH:20]=[CH:19][CH:18]=[CH:17][CH:16]=2)[CH3:14])[S:8][CH:9]=1)=[O:4].C(N(C(C)C)CC)(C)C.O=C(Cl)OC(Cl)(Cl)Cl.